Dataset: hERG potassium channel inhibition data for cardiac toxicity prediction from Karim et al.. Task: Regression/Classification. Given a drug SMILES string, predict its toxicity properties. Task type varies by dataset: regression for continuous values (e.g., LD50, hERG inhibition percentage) or binary classification for toxic/non-toxic outcomes (e.g., AMES mutagenicity, cardiotoxicity, hepatotoxicity). Dataset: herg_karim. (1) The molecule is COc1cc(N)c(Cl)cc1C(=O)N[C@@H]1CCN(CCCOc2ccc(F)cc2)C[C@@H]1OC. The result is 1 (blocker). (2) The drug is C[C@@H](Oc1cccc2ncnc(Nc3ccc4c(cnn4Cc4ccccn4)c3)c12)C(=O)N(C)C. The result is 0 (non-blocker). (3) The result is 1 (blocker). The molecule is Cc1ccc(N2CCN(CC(O)COc3ccccc3C(=O)CCc3ccccc3)CC2)cc1.Cl. (4) The molecule is COc1cc(N2CC3CN(CCO)CC(C2)O3)ccc1Nc1ncc(Cl)c(-c2cnc3ccccn23)n1. The result is 1 (blocker). (5) The molecule is Cn1ncnc1[C@H]1c2n[nH]c(=O)c3cc(F)cc(c23)N[C@@H]1c1ccc(F)cc1. The result is 0 (non-blocker). (6) The result is 1 (blocker). The drug is CCC1Sc2ccccc2OC1c1ccc(OCCCN2CCCC2)cc1.